Predict the reactants needed to synthesize the given product. From a dataset of Full USPTO retrosynthesis dataset with 1.9M reactions from patents (1976-2016). Given the product [CH3:34][N:7]([CH3:6])[C:8]1[CH:9]=[C:10]([NH:14][C:15](=[O:33])[C:16]2[CH:21]=[CH:20][C:19]([CH3:22])=[C:18]([NH:23][C:24](=[O:32])[C:25]3[CH:26]=[CH:27][C:28]([O:31][CH2:4][CH2:3][O:2][CH3:1])=[CH:29][CH:30]=3)[CH:17]=2)[CH:11]=[CH:12][CH:13]=1, predict the reactants needed to synthesize it. The reactants are: [CH3:1][O:2][CH2:3][CH2:4]Br.[CH3:6][N:7]([CH3:34])[C:8]1[CH:9]=[C:10]([NH:14][C:15](=[O:33])[C:16]2[CH:21]=[CH:20][C:19]([CH3:22])=[C:18]([NH:23][C:24](=[O:32])[C:25]3[CH:30]=[CH:29][C:28]([OH:31])=[CH:27][CH:26]=3)[CH:17]=2)[CH:11]=[CH:12][CH:13]=1.C(=O)([O-])[O-].[K+].[K+].